From a dataset of Reaction yield outcomes from USPTO patents with 853,638 reactions. Predict the reaction yield, written as a fraction of the theoretical maximum amount of product (1.0 means a 100% yield; for example, 0.34 means a 34% yield). (1) The reactants are [CH:1]1([C:4]2[N:9]=[CH:8][C:7]([C:10]3[CH:15]=[CH:14][N:13]=[C:12]([C:16]([NH:18][C:19]4[CH:24]=[CH:23][CH:22]=[C:21]([C:25]([NH:27][NH2:28])=O)[N:20]=4)=[O:17])[CH:11]=3)=[CH:6][CH:5]=2)[CH2:3][CH2:2]1.[CH3:29]N(C)C=O.CN(C)C(=O)C.[CH3:40][O:41][CH2:42][C@@H:43]([NH2:45])[CH3:44].C(O)(=O)C. The catalyst is C1(C)C=CC=CC=1. The product is [CH:1]1([C:4]2[N:9]=[CH:8][C:7]([C:10]3[CH:15]=[CH:14][N:13]=[C:12]([C:16]([NH:18][C:19]4[CH:24]=[CH:23][CH:22]=[C:21]([C:25]5[N:45]([C@@H:43]([CH3:44])[CH2:42][O:41][CH3:40])[CH:29]=[N:28][N:27]=5)[N:20]=4)=[O:17])[CH:11]=3)=[CH:6][CH:5]=2)[CH2:2][CH2:3]1. The yield is 0.630. (2) The reactants are [CH3:1][N:2]1[CH2:6][CH2:5][CH2:4][CH:3]1[C:7]1[CH:24]=[CH:23][C:10](/[CH:11]=[N:12]/[C:13]2[CH:21]=[CH:20][CH:19]=[C:18]3[C:14]=2[CH2:15][O:16][C:17]3=[O:22])=[CH:9][CH:8]=1.[F:25][C:26]1[CH:31]=[CH:30][C:29]([CH:32]=O)=[CH:28][CH:27]=1.[CH3:34][CH2:35][O-:36].[Na+]. The catalyst is C(OCC)(=O)CC.CCO. The product is [F:25][C:26]1[CH:31]=[CH:30][C:29]([CH:32]2[C:35](=[O:36])[C:34]3[C:18]([C:17]([O:16][CH2:15][CH3:14])=[O:22])=[CH:19][CH:20]=[CH:21][C:13]=3[NH:12][CH:11]2[C:10]2[CH:23]=[CH:24][C:7]([CH:3]3[CH2:4][CH2:5][CH2:6][N:2]3[CH3:1])=[CH:8][CH:9]=2)=[CH:28][CH:27]=1. The yield is 0.420. (3) The reactants are O.[Cl:2][C:3]1[CH:4]=[C:5]([CH:39]=[CH:40][C:41]=1[Cl:42])[CH2:6][C@@H:7]([N:21]([CH3:38])[C:22](=[O:37])[C:23]1[CH:28]=[C:27]([C:29]([F:32])([F:31])[F:30])[CH:26]=[C:25]([C:33]([F:36])([F:35])[F:34])[CH:24]=1)/[CH:8]=[CH:9]/[C:10](=[O:20])[NH:11][C@@H:12]1[CH2:18][CH2:17][CH2:16][CH2:15][NH:14][C:13]1=[O:19]. The catalyst is CO. The product is [OH2:19].[Cl:2][C:3]1[CH:4]=[C:5]([CH:39]=[CH:40][C:41]=1[Cl:42])[CH2:6][C@@H:7]([N:21]([CH3:38])[C:22](=[O:37])[C:23]1[CH:28]=[C:27]([C:29]([F:30])([F:31])[F:32])[CH:26]=[C:25]([C:33]([F:34])([F:35])[F:36])[CH:24]=1)/[CH:8]=[CH:9]/[C:10](=[O:20])[NH:11][C@@H:12]1[CH2:18][CH2:17][CH2:16][CH2:15][NH:14][C:13]1=[O:19].[Cl:2][C:3]1[CH:4]=[C:5]([CH:39]=[CH:40][C:41]=1[Cl:42])[CH2:6][C@@H:7]([N:21]([CH3:38])[C:22](=[O:37])[C:23]1[CH:28]=[C:27]([C:29]([F:30])([F:31])[F:32])[CH:26]=[C:25]([C:33]([F:34])([F:35])[F:36])[CH:24]=1)/[CH:8]=[CH:9]/[C:10](=[O:20])[NH:11][C@@H:12]1[CH2:18][CH2:17][CH2:16][CH2:15][NH:14][C:13]1=[O:19]. The yield is 0.855. (4) The reactants are [CH3:1][O:2][C:3]([C:5]1[C:10]2[O:11][CH2:12][CH2:13][O:14][C:9]=2[CH:8]=[C:7](N=[N-])[CH:6]=1)=[O:4].[F:17][B+]F. The catalyst is ClC1C=CC(Cl)=CC=1Cl. The product is [F:17][C:7]1[CH:6]=[C:5]([C:3]([O:2][CH3:1])=[O:4])[C:10]2[O:11][CH2:12][CH2:13][O:14][C:9]=2[CH:8]=1. The yield is 0.540. (5) The reactants are [CH2:1]([N:3]1[CH:7]=[C:6]([C:8]2[S:16][C:15]3[C:10](=[N:11][CH:12]=[CH:13][C:14]=3[O:17][C:18]3[CH:23]=[CH:22][C:21]([NH2:24])=[CH:20][C:19]=3[F:25])[CH:9]=2)[N:5]=[CH:4]1)[CH3:2].[F:26][C:27]1[CH:32]=[CH:31][CH:30]=[CH:29][C:28]=1[CH2:33][C:34]([N:36]=[C:37]=[S:38])=[O:35]. The catalyst is C1COCC1. The product is [CH2:1]([N:3]1[CH:7]=[C:6]([C:8]2[S:16][C:15]3[C:10](=[N:11][CH:12]=[CH:13][C:14]=3[O:17][C:18]3[CH:23]=[CH:22][C:21]([NH:24][C:37]([NH:36][C:34](=[O:35])[CH2:33][C:28]4[CH:29]=[CH:30][CH:31]=[CH:32][C:27]=4[F:26])=[S:38])=[CH:20][C:19]=3[F:25])[CH:9]=2)[N:5]=[CH:4]1)[CH3:2]. The yield is 0.670. (6) The reactants are [CH3:1][C:2]([O:5][C:6]([NH:8][C:9]([N:18]1[CH2:23][CH2:22][N:21](C(OCC2C=CC=CC=2)=O)[CH2:20][CH2:19]1)=[N:10][C:11]([O:13][C:14]([CH3:17])([CH3:16])[CH3:15])=[O:12])=[O:7])([CH3:4])[CH3:3]. The catalyst is C(O)C.[Pd]. The product is [CH3:17][C:14]([O:13][C:11](=[O:12])[NH:10][C:9](=[N:8][C:6](=[O:7])[O:5][C:2]([CH3:4])([CH3:3])[CH3:1])[N:18]1[CH2:19][CH2:20][NH:21][CH2:22][CH2:23]1)([CH3:15])[CH3:16]. The yield is 0.690. (7) The reactants are [NH2:1][C:2]1[CH:9]=[C:8]([O:10][CH2:11][C:12]2[CH:17]=[CH:16][CH:15]=[CH:14][CH:13]=2)[C:7]([O:18][CH3:19])=[CH:6][C:3]=1[C:4]#[N:5].CO[CH:22](OC)[N:23]([CH3:25])[CH3:24]. The catalyst is C1(C)C=CC=CC=1. The product is [CH2:11]([O:10][C:8]1[C:7]([O:18][CH3:19])=[CH:6][C:3]([C:4]#[N:5])=[C:2]([N:1]=[CH:22][N:23]([CH3:25])[CH3:24])[CH:9]=1)[C:12]1[CH:13]=[CH:14][CH:15]=[CH:16][CH:17]=1. The yield is 0.900. (8) The reactants are [Cl:1][C:2]1[CH:3]=[CH:4][C:5]([NH:8][C:9](=[O:32])[C:10]2[CH:15]=[CH:14][CH:13]=[CH:12][C:11]=2[NH:16][CH2:17][CH:18]2[CH2:23][CH2:22][N:21]([C:24]3[CH:29]=[CH:28][N:27]=[CH:26][C:25]=3C#N)[CH2:20][CH2:19]2)=[N:6][CH:7]=1.C([N:35]([CH2:38]C)CC)C.Cl.[NH2:41][OH:42]. The catalyst is C(O)C. The product is [Cl:1][C:2]1[CH:3]=[CH:4][C:5]([NH:8][C:9](=[O:32])[C:10]2[CH:15]=[CH:14][CH:13]=[CH:12][C:11]=2[NH:16][CH2:17][CH:18]2[CH2:23][CH2:22][N:21]([C:24]3[CH:29]=[CH:28][N:27]=[C:26]([C:38](=[NH:35])[NH:41][OH:42])[CH:25]=3)[CH2:20][CH2:19]2)=[N:6][CH:7]=1. The yield is 0.750. (9) The reactants are C[O:2][C:3]([C@@H:5]1[CH2:10][CH2:9][CH2:8][CH2:7][N:6]1[C:11]1[C:20]([N+:21]([O-])=O)=[CH:19][C:14]([C:15]([O:17][CH3:18])=[O:16])=[CH:13][N:12]=1)=O.P(OC1C=CC=CC=1)(OC1C=CC=CC=1)OC1C=CC=CC=1.[H][H]. The catalyst is ClCCl.N.O[V](=O)=O.[Pt]. The product is [O:2]=[C:3]1[NH:21][C:20]2[CH:19]=[C:14]([C:15]([O:17][CH3:18])=[O:16])[CH:13]=[N:12][C:11]=2[N:6]2[CH2:7][CH2:8][CH2:9][CH2:10][C@@H:5]12. The yield is 0.890. (10) The reactants are [S:1]1[CH:5]=[CH:4][N:3]=[C:2]1[NH:6][S:7]([C:10]1[CH:19]=[C:18]2[C:13]([CH2:14][CH2:15][N:16](C(=O)C(F)(F)F)[CH2:17]2)=[CH:12][CH:11]=1)(=[O:9])=[O:8].[OH-].[K+]. The catalyst is CCO. The product is [S:1]1[CH:5]=[CH:4][N:3]=[C:2]1[NH:6][S:7]([C:10]1[CH:19]=[C:18]2[C:13]([CH2:14][CH2:15][NH:16][CH2:17]2)=[CH:12][CH:11]=1)(=[O:9])=[O:8]. The yield is 0.950.